From a dataset of Reaction yield outcomes from USPTO patents with 853,638 reactions. Predict the reaction yield, written as a fraction of the theoretical maximum amount of product (1.0 means a 100% yield; for example, 0.34 means a 34% yield). (1) The reactants are [CH:1]([C@H:14]1[O:19][CH2:18][C@@H:17]([NH2:20])[CH2:16][CH2:15]1)([C:8]1[CH:13]=[CH:12][CH:11]=[CH:10][CH:9]=1)[C:2]1[CH:7]=[CH:6][CH:5]=[CH:4][CH:3]=1.[C:21]([C:23]1[CH:30]=[CH:29][C:26]([CH:27]=O)=[CH:25][CH:24]=1)#[N:22].C(O)(=O)C.[BH3-]C#N.[Na+]. The catalyst is ClCCCl.CO. The product is [CH:1]([C@H:14]1[O:19][CH2:18][C@@H:17]([NH:20][CH2:27][C:26]2[CH:29]=[CH:30][C:23]([C:21]#[N:22])=[CH:24][CH:25]=2)[CH2:16][CH2:15]1)([C:8]1[CH:13]=[CH:12][CH:11]=[CH:10][CH:9]=1)[C:2]1[CH:3]=[CH:4][CH:5]=[CH:6][CH:7]=1. The yield is 0.800. (2) The reactants are [C-:1]#[N:2].[K+].Br[CH2:5][C:6](=[N:11][OH:12])[C:7]([F:10])([F:9])[F:8]. The catalyst is CO. The product is [F:8][C:7]([F:10])([F:9])[C:6]1[CH:5]=[C:1]([NH2:2])[O:12][N:11]=1. The yield is 0.370. (3) The reactants are F[C:2]1[N:6]([C:7]2[CH:12]=[CH:11][CH:10]=[CH:9][CH:8]=2)[N:5]=[C:4]([O:13][CH3:14])[C:3]=1[C:15]([F:18])([F:17])[F:16].NN.CC[N:23](CC)CC. The catalyst is COCCOC.[Ni]. The product is [CH3:14][O:13][C:4]1[C:3]([C:15]([F:18])([F:17])[F:16])=[C:2]([NH2:23])[N:6]([C:7]2[CH:12]=[CH:11][CH:10]=[CH:9][CH:8]=2)[N:5]=1. The yield is 0.814. (4) The reactants are [C:1]1([CH2:7][S:8](Cl)(=[O:10])=[O:9])[CH:6]=[CH:5][CH:4]=[CH:3][CH:2]=1.Cl.[NH2:13][CH2:14][CH2:15][C:16]1[CH:33]=[CH:32][C:19]([O:20][CH2:21][C:22]2[CH:31]=[CH:30][CH:29]=[CH:28][C:23]=2[C:24]([O:26][CH3:27])=[O:25])=[CH:18][CH:17]=1.CCN(C(C)C)C(C)C. The catalyst is C(Cl)Cl. The product is [CH2:7]([S:8]([NH:13][CH2:14][CH2:15][C:16]1[CH:17]=[CH:18][C:19]([O:20][CH2:21][C:22]2[CH:31]=[CH:30][CH:29]=[CH:28][C:23]=2[C:24]([O:26][CH3:27])=[O:25])=[CH:32][CH:33]=1)(=[O:10])=[O:9])[C:1]1[CH:6]=[CH:5][CH:4]=[CH:3][CH:2]=1. The yield is 0.190. (5) The reactants are [CH:1]1([C:4]2[NH:9][C:8](=[O:10])[CH:7]=[C:6]([C:11]3[CH:16]=[CH:15][C:14]([C:17]([F:20])([F:19])[F:18])=[CH:13][CH:12]=3)[CH:5]=2)[CH2:3][CH2:2]1.[OH-].[Na+].[NH2:23]OS(O)(=O)=O. The catalyst is C1COCC1.O. The product is [NH2:23][N:9]1[C:4]([CH:1]2[CH2:2][CH2:3]2)=[CH:5][C:6]([C:11]2[CH:12]=[CH:13][C:14]([C:17]([F:20])([F:18])[F:19])=[CH:15][CH:16]=2)=[CH:7][C:8]1=[O:10]. The yield is 0.640.